From a dataset of Full USPTO retrosynthesis dataset with 1.9M reactions from patents (1976-2016). Predict the reactants needed to synthesize the given product. (1) Given the product [F:34][C:33]([F:36])([F:35])[C:37]([OH:39])=[O:38].[Cl:1][C:2]1[C:11]2[C:6](=[CH:7][C:8]([S:12]([NH:15][C:16]3[CH:17]=[C:18]([CH:26]=[CH:27][CH:28]=3)[C:19]([OH:21])=[O:20])(=[O:13])=[O:14])=[CH:9][CH:10]=2)[C:5]([NH:29][C:30]([NH2:32])=[NH:31])=[N:4][CH:3]=1, predict the reactants needed to synthesize it. The reactants are: [Cl:1][C:2]1[C:11]2[C:6](=[CH:7][C:8]([S:12]([NH:15][C:16]3[CH:17]=[C:18]([CH:26]=[CH:27][CH:28]=3)[C:19]([O:21]C(C)(C)C)=[O:20])(=[O:14])=[O:13])=[CH:9][CH:10]=2)[C:5]([NH:29][C:30]([NH2:32])=[NH:31])=[N:4][CH:3]=1.[C:33]([C:37]([OH:39])=[O:38])([F:36])([F:35])[F:34]. (2) The reactants are: [F:1][C:2]1[CH:7]=[CH:6][CH:5]=[CH:4][C:3]=1[N:8]1[C:12]([CH2:13][CH2:14][CH2:15][CH2:16][O:17][CH3:18])=[C:11]([C:19]([N:21]([CH2:37][CH:38]([CH3:40])[CH3:39])[C@H:22]2[CH2:27][C@@H:26]([CH2:28][OH:29])[CH2:25][N:24](C(OC(C)(C)C)=O)[CH2:23]2)=[O:20])[N:10]=[N:9]1.[ClH:41].CO. Given the product [ClH:41].[F:1][C:2]1[CH:7]=[CH:6][CH:5]=[CH:4][C:3]=1[N:8]1[C:12]([CH2:13][CH2:14][CH2:15][CH2:16][O:17][CH3:18])=[C:11]([C:19]([N:21]([C@H:22]2[CH2:27][C@@H:26]([CH2:28][OH:29])[CH2:25][NH:24][CH2:23]2)[CH2:37][CH:38]([CH3:40])[CH3:39])=[O:20])[N:10]=[N:9]1, predict the reactants needed to synthesize it.